This data is from Forward reaction prediction with 1.9M reactions from USPTO patents (1976-2016). The task is: Predict the product of the given reaction. (1) The product is: [CH3:1][O:2][C:3]1[CH:10]=[C:9]([O:11][CH3:12])[CH:8]=[CH:7][C:4]=1[CH2:5][NH:6][C:14]1[C:18]2[CH:19]=[C:20]3[C:25](=[CH:26][C:17]=2[N:16]([C:36]([C:43]2[CH:48]=[CH:47][CH:46]=[CH:45][CH:44]=2)([C:37]2[CH:38]=[CH:39][CH:40]=[CH:41][CH:42]=2)[C:49]2[CH:54]=[CH:53][CH:52]=[CH:51][CH:50]=2)[N:15]=1)[NH:24][C:23](=[O:27])[N:22]([C@@H:28]([C:30]1[CH:31]=[CH:32][CH:33]=[CH:34][CH:35]=1)[CH3:29])[CH2:21]3. Given the reactants [CH3:1][O:2][C:3]1[CH:10]=[C:9]([O:11][CH3:12])[CH:8]=[CH:7][C:4]=1[CH2:5][NH2:6].Cl[C:14]1[C:18]2[CH:19]=[C:20]3[C:25](=[CH:26][C:17]=2[N:16]([C:36]([C:49]2[CH:54]=[CH:53][CH:52]=[CH:51][CH:50]=2)([C:43]2[CH:48]=[CH:47][CH:46]=[CH:45][CH:44]=2)[C:37]2[CH:42]=[CH:41][CH:40]=[CH:39][CH:38]=2)[N:15]=1)[NH:24][C:23](=[O:27])[N:22]([C@@H:28]([C:30]1[CH:35]=[CH:34][CH:33]=[CH:32][CH:31]=1)[CH3:29])[CH2:21]3.CC(C)([O-])C.[K+], predict the reaction product. (2) Given the reactants [Cl:1][C:2]1[C:6]([CH2:7][CH3:8])=[C:5]([C:9]2[CH:10]=[C:11]([C:14]([NH:16][C@@H:17]([CH2:30][C:31]3[CH:36]=[CH:35][CH:34]=[CH:33][C:32]=3[C:37]([F:40])([F:39])[F:38])[CH2:18][N:19]3C(=O)C4C(=CC=CC=4)C3=O)=[O:15])[S:12][CH:13]=2)[N:4]([CH3:41])[N:3]=1.NN, predict the reaction product. The product is: [NH2:19][CH2:18][C@@H:17]([NH:16][C:14]([C:11]1[S:12][CH:13]=[C:9]([C:5]2[N:4]([CH3:41])[N:3]=[C:2]([Cl:1])[C:6]=2[CH2:7][CH3:8])[CH:10]=1)=[O:15])[CH2:30][C:31]1[CH:36]=[CH:35][CH:34]=[CH:33][C:32]=1[C:37]([F:40])([F:39])[F:38]. (3) Given the reactants [Cl:1][C:2]1[C:3]([CH3:12])=[C:4]([N+:9]([O-])=O)[C:5]([NH2:8])=[N:6][CH:7]=1.[H][H], predict the reaction product. The product is: [ClH:1].[Cl:1][C:2]1[C:3]([CH3:12])=[C:4]([NH2:9])[C:5]([NH2:8])=[N:6][CH:7]=1.